Predict the reactants needed to synthesize the given product. From a dataset of Full USPTO retrosynthesis dataset with 1.9M reactions from patents (1976-2016). (1) Given the product [CH3:2][C:12]1[CH:13]=[CH:8][C:9]([NH:27][C:32]([C:33]2[CH:38]=[CH:37][C:36]([CH2:39][N:40]3[CH2:41][CH2:42][N:43]([CH3:46])[CH2:44][CH2:45]3)=[CH:35][CH:34]=2)=[O:31])=[CH:10][C:11]=1[NH:14][C:15]1[N:16]=[CH:17][CH:18]=[C:19]([C:21]2[CH:26]=[CH:25][CH:24]=[N:23][CH:22]=2)[N:20]=1, predict the reactants needed to synthesize it. The reactants are: [O-][CH2:2]CCC.[K+].C[C:8]1[CH:13]=[CH:12][C:11]([NH:14][C:15]2[N:20]=[C:19]([C:21]3[CH:22]=[N:23][CH:24]=[CH:25][CH:26]=3)[CH:18]=[CH:17][N:16]=2)=[CH:10][C:9]=1[NH2:27].C([O:31][C:32](=O)[C:33]1[CH:38]=[CH:37][C:36]([CH2:39][N:40]2[CH2:45][CH2:44][N:43]([CH3:46])[CH2:42][CH2:41]2)=[CH:35][CH:34]=1)CC. (2) Given the product [Cl:34][C:23]1[CH:22]=[C:21]([CH:13]([C:10]2[CH:11]=[CH:12][C:7]([S:4]([CH:1]3[CH2:3][CH2:2]3)(=[O:5])=[O:6])=[CH:8][CH:9]=2)[CH2:14][CH:15]2[CH2:16][CH2:17][O:18][CH2:19][CH2:20]2)[NH:25][C:24]=1[C:26]1[S:27][C:28]([CH:31]([OH:33])[CH3:32])=[CH:29][N:30]=1, predict the reactants needed to synthesize it. The reactants are: [CH:1]1([S:4]([C:7]2[CH:12]=[CH:11][C:10]([CH:13]([C:21]3[NH:25][C:24]([C:26]4[S:27][C:28]([CH:31]([OH:33])[CH3:32])=[CH:29][N:30]=4)=[CH:23][CH:22]=3)[CH2:14][CH:15]3[CH2:20][CH2:19][O:18][CH2:17][CH2:16]3)=[CH:9][CH:8]=2)(=[O:6])=[O:5])[CH2:3][CH2:2]1.[Cl:34]N1C(=O)CCC1=O. (3) Given the product [CH:1]1([CH2:7][N:8]2[C:12]3[CH:13]=[CH:14][C:15]([N:17]([CH3:33])[S:18]([C:21]4[CH:26]=[CH:25][CH:24]=[CH:23][CH:22]=4)(=[O:20])=[O:19])=[CH:16][C:11]=3[N:10]=[C:9]2[CH2:27][CH3:28])[CH2:2][CH2:3][CH2:4][CH2:5][CH2:6]1, predict the reactants needed to synthesize it. The reactants are: [CH:1]1([CH2:7][N:8]2[C:12]3[CH:13]=[CH:14][C:15]([NH:17][S:18]([C:21]4[CH:26]=[CH:25][CH:24]=[CH:23][CH:22]=4)(=[O:20])=[O:19])=[CH:16][C:11]=3[N:10]=[C:9]2[CH2:27][CH3:28])[CH2:6][CH2:5][CH2:4][CH2:3][CH2:2]1.[H-].[Na+].IC.[C:33](O)(C(F)(F)F)=O. (4) Given the product [CH3:38][C:11]([CH3:39])([CH2:12][CH2:13][CH2:14][CH2:15][CH2:16][CH:17]([O:31][CH:32]1[CH2:37][CH2:36][CH2:35][CH2:34][O:33]1)[CH2:18][CH2:19][CH2:20][CH2:21][CH2:22][C:23]([CH3:29])([CH3:30])[CH2:24][OH:25])[CH2:10][OH:9], predict the reactants needed to synthesize it. The reactants are: [H-].[H-].[H-].[H-].[Li+].[Al+3].C([O:9][C:10](=O)[C:11]([CH3:39])([CH3:38])[CH2:12][CH2:13][CH2:14][CH2:15][CH2:16][CH:17]([O:31][CH:32]1[CH2:37][CH2:36][CH2:35][CH2:34][O:33]1)[CH2:18][CH2:19][CH2:20][CH2:21][CH2:22][C:23]([CH3:30])([CH3:29])[C:24](OCC)=[O:25])C.O.[OH-].[Na+]. (5) Given the product [C:25]([N:24]=[C:16]1[N:17]([CH2:30][C:31]([NH2:33])=[O:32])[C:18]2[CH:23]=[CH:22][CH:21]=[CH:20][C:19]=2[N:15]1[CH:12]1[CH2:13][CH2:14][CH2:13][CH2:12][N:15]1[CH:35]1[CH2:39][CH2:20][CH2:19][CH2:18][CH2:23][CH2:37][CH2:36]1)#[N:26], predict the reactants needed to synthesize it. The reactants are: C1(N2[CH2:14][CH2:13][CH:12]([N:15]3[C:19]4[CH:20]=[CH:21][CH:22]=[CH:23][C:18]=4[NH:17][C:16]3=[N:24][C:25]#[N:26])CC2)CCCCCCC1.[H-].[Na+].Br[CH2:30][C:31]([NH2:33])=[O:32].O.[CH2:35]1[CH2:39]O[CH2:37][CH2:36]1. (6) Given the product [Cl:24][C:25]1[C:34]2[C:29](=[CH:30][C:31]([O:35][C:2]3[C:11]4[C:6](=[CH:7][C:8]([O:14][CH2:15][CH2:16][CH2:17][N:18]5[CH2:23][CH2:22][O:21][CH2:20][CH2:19]5)=[C:9]([O:12][CH3:13])[CH:10]=4)[N:5]=[CH:4][N:3]=3)=[CH:32][CH:33]=2)[N:28]=[CH:27][CH:26]=1, predict the reactants needed to synthesize it. The reactants are: Cl[C:2]1[C:11]2[C:6](=[CH:7][C:8]([O:14][CH2:15][CH2:16][CH2:17][N:18]3[CH2:23][CH2:22][O:21][CH2:20][CH2:19]3)=[C:9]([O:12][CH3:13])[CH:10]=2)[N:5]=[CH:4][N:3]=1.[Cl:24][C:25]1[C:34]2[C:29](=[CH:30][C:31]([OH:35])=[CH:32][CH:33]=2)[N:28]=[CH:27][CH:26]=1.C(=O)([O-])[O-].[K+].[K+]. (7) Given the product [ClH:1].[CH2:2]([O:9][C:10]1[CH:19]=[C:18]2[C:13]([C:14]([NH:20][C:21]3[CH:26]=[C:25]([OH:27])[C:24]([CH3:32])=[CH:23][C:22]=3[F:33])=[N:15][CH:16]=[N:17]2)=[CH:12][C:11]=1[O:34][CH3:35])[C:3]1[CH:8]=[CH:7][CH:6]=[CH:5][CH:4]=1, predict the reactants needed to synthesize it. The reactants are: [ClH:1].[CH2:2]([O:9][C:10]1[CH:19]=[C:18]2[C:13]([C:14]([NH:20][C:21]3[CH:26]=[C:25]([O:27]C(OC)=O)[C:24]([CH3:32])=[CH:23][C:22]=3[F:33])=[N:15][CH:16]=[N:17]2)=[CH:12][C:11]=1[O:34][CH3:35])[C:3]1[CH:8]=[CH:7][CH:6]=[CH:5][CH:4]=1.[OH-].[Na+].O.Cl. (8) Given the product [F:8][C:9]([F:19])([C:15]([F:18])([F:17])[F:16])[CH2:10][CH2:11][C:12]([N:22]([O:23][CH3:24])[CH3:21])=[O:13], predict the reactants needed to synthesize it. The reactants are: C(N(CC)CC)C.[F:8][C:9]([F:19])([C:15]([F:18])([F:17])[F:16])[CH2:10][CH2:11][C:12](O)=[O:13].Cl.[CH3:21][NH:22][O:23][CH3:24].Cl.CN(C)CCCN=C=NCC. (9) Given the product [F:1][C:2]1[CH:7]=[CH:6][C:5]([CH2:8][C:9]2[CH:18]=[C:17]3[C:12]([C:13]([OH:25])=[C:14]([C:20]([NH:33][N:26]4[CH2:32][CH2:31][CH2:30][CH2:29][CH2:28][CH2:27]4)=[O:22])[C:15](=[O:19])[NH:16]3)=[N:11][CH:10]=2)=[CH:4][CH:3]=1, predict the reactants needed to synthesize it. The reactants are: [F:1][C:2]1[CH:7]=[CH:6][C:5]([CH2:8][C:9]2[CH:18]=[C:17]3[C:12]([C:13]([OH:25])=[C:14]([C:20]([O:22]CC)=O)[C:15](=[O:19])[NH:16]3)=[N:11][CH:10]=2)=[CH:4][CH:3]=1.[N:26]1([NH2:33])[CH2:32][CH2:31][CH2:30][CH2:29][CH2:28][CH2:27]1. (10) Given the product [C:31]1([S:37]([O:23][C:19]2[CH:20]=[CH:21][CH:22]=[C:17]([C:9]3([C:4]4[CH:5]=[CH:6][C:7]([F:8])=[C:2]([Br:1])[CH:3]=4)[C:10](=[O:16])[N:11]([CH3:15])[C:12](=[S:14])[NH:13]3)[CH:18]=2)(=[O:39])=[O:38])[CH:36]=[CH:35][CH:34]=[CH:33][CH:32]=1, predict the reactants needed to synthesize it. The reactants are: [Br:1][C:2]1[CH:3]=[C:4]([C:9]2([C:17]3[CH:22]=[CH:21][CH:20]=[C:19]([OH:23])[CH:18]=3)[NH:13][C:12](=[S:14])[N:11]([CH3:15])[C:10]2=[O:16])[CH:5]=[CH:6][C:7]=1[F:8].C(N(CC)CC)C.[C:31]1([S:37](Cl)(=[O:39])=[O:38])[CH:36]=[CH:35][CH:34]=[CH:33][CH:32]=1.